This data is from Forward reaction prediction with 1.9M reactions from USPTO patents (1976-2016). The task is: Predict the product of the given reaction. (1) Given the reactants C([O:3][C:4]([C:6]1[C:7](Cl)=[N:8][C:9]2[C:14]([CH:15]=1)=[CH:13][C:12]([Br:16])=[CH:11][CH:10]=2)=[O:5])C.[NH2:18][C@@H:19]([C:27]([OH:29])=[O:28])[CH2:20][C:21]1[CH:26]=[CH:25][CH:24]=[CH:23][CH:22]=1, predict the reaction product. The product is: [Br:16][C:12]1[CH:13]=[C:14]2[C:9](=[CH:10][CH:11]=1)[N:8]=[C:7]([NH:18][C@@H:19]([C:27]([OH:29])=[O:28])[CH2:20][C:21]1[CH:26]=[CH:25][CH:24]=[CH:23][CH:22]=1)[C:6]([C:4]([OH:3])=[O:5])=[CH:15]2. (2) Given the reactants [NH2:1][C:2]1[N:7]=[CH:6][C:5]([C:8]2[CH:16]=[CH:15][C:11]([C:12](O)=[O:13])=[C:10]([O:17][CH3:18])[CH:9]=2)=[CH:4][C:3]=1[C:19]1[N:20]=[N:21][N:22]([CH:24]([CH3:26])[CH3:25])[CH:23]=1.CN(C(ON1N=NC2C=CC=NC1=2)=[N+](C)C)C.F[P-](F)(F)(F)(F)F.[NH:51]1[CH2:56][CH2:55][O:54][CH2:53][CH2:52]1.CCN(C(C)C)C(C)C, predict the reaction product. The product is: [NH2:1][C:2]1[N:7]=[CH:6][C:5]([C:8]2[CH:16]=[CH:15][C:11]([C:12]([N:51]3[CH2:56][CH2:55][O:54][CH2:53][CH2:52]3)=[O:13])=[C:10]([O:17][CH3:18])[CH:9]=2)=[CH:4][C:3]=1[C:19]1[N:20]=[N:21][N:22]([CH:24]([CH3:25])[CH3:26])[CH:23]=1. (3) Given the reactants [NH2:1][C:2]1[S:6][N:5]=[C:4]([CH3:7])[C:3]=1[C:8]([NH:10][C:11]1[CH:12]=[N:13][C:14]([O:17][CH3:18])=[CH:15][CH:16]=1)=[O:9].Cl[C:20]1[N:25]=[C:24]([C:26]#[N:27])[CH:23]=[CH:22][CH:21]=1.C(=O)([O-])[O-].[Cs+].[Cs+].CC1(C)C2C(=C(P(C3C=CC=CC=3)C3C=CC=CC=3)C=CC=2)OC2C(P(C3C=CC=CC=3)C3C=CC=CC=3)=CC=CC1=2, predict the reaction product. The product is: [C:26]([C:24]1[N:25]=[C:20]([NH:1][C:2]2[S:6][N:5]=[C:4]([CH3:7])[C:3]=2[C:8]([NH:10][C:11]2[CH:12]=[N:13][C:14]([O:17][CH3:18])=[CH:15][CH:16]=2)=[O:9])[CH:21]=[CH:22][CH:23]=1)#[N:27]. (4) Given the reactants [NH2:1][C@@H:2]1[CH2:7][CH2:6][N:5]([CH2:8][CH2:9][N:10]2[C:19]3[C:14](=[CH:15][CH:16]=[C:17]([C:20]#[N:21])[CH:18]=3)[CH:13]=[CH:12][C:11]2=[O:22])[CH2:4][C@@H:3]1[O:23][CH3:24].[O:25]=[C:26]1[CH2:31][O:30][C:29]2[CH:32]=[CH:33][C:34]([CH:36]=O)=[N:35][C:28]=2[NH:27]1.C(O[BH-](OC(=O)C)OC(=O)C)(=O)C.[Na+], predict the reaction product. The product is: [CH3:24][O:23][C@@H:3]1[C@H:2]([NH:1][CH2:36][C:34]2[CH:33]=[CH:32][C:29]3[O:30][CH2:31][C:26](=[O:25])[NH:27][C:28]=3[N:35]=2)[CH2:7][CH2:6][N:5]([CH2:8][CH2:9][N:10]2[C:19]3[C:14](=[CH:15][CH:16]=[C:17]([C:20]#[N:21])[CH:18]=3)[CH:13]=[CH:12][C:11]2=[O:22])[CH2:4]1.